From a dataset of Forward reaction prediction with 1.9M reactions from USPTO patents (1976-2016). Predict the product of the given reaction. (1) Given the reactants [C:1]([C:3]1[CH:4]=[C:5]([C:13]2[S:14][C:15]([C:18]3[C:19]([CH2:32][CH3:33])=[C:20]([CH2:24][N:25]([CH3:31])[CH2:26][C:27]([O:29]C)=[O:28])[CH:21]=[CH:22][CH:23]=3)=[CH:16][N:17]=2)[CH:6]=[CH:7][C:8]=1[O:9][CH:10]([CH3:12])[CH3:11])#[N:2].[OH-].[Na+], predict the reaction product. The product is: [C:1]([C:3]1[CH:4]=[C:5]([C:13]2[S:14][C:15]([C:18]3[C:19]([CH2:32][CH3:33])=[C:20]([CH2:24][N:25]([CH3:31])[CH2:26][C:27]([OH:29])=[O:28])[CH:21]=[CH:22][CH:23]=3)=[CH:16][N:17]=2)[CH:6]=[CH:7][C:8]=1[O:9][CH:10]([CH3:12])[CH3:11])#[N:2]. (2) Given the reactants [Cl:1][C:2]1[N:7]=[C:6]([N:8]([CH3:28])[C:9]2[CH:27]=[CH:26][C:12]3[N:13]([CH3:25])[C:14]([NH:16][CH2:17][C:18]4[CH:23]=[CH:22][C:21]([F:24])=[CH:20][CH:19]=4)=[N:15][C:11]=3[CH:10]=2)[CH:5]=[CH:4][N:3]=1.[NH2:29][C:30]1[CH:31]=[C:32]([S:36]([NH2:39])(=[O:38])=[O:37])[CH:33]=[CH:34][CH:35]=1, predict the reaction product. The product is: [ClH:1].[F:24][C:21]1[CH:22]=[CH:23][C:18]([CH2:17][NH:16][C:14]2[N:13]([CH3:25])[C:12]3[CH:26]=[CH:27][C:9]([N:8]([CH3:28])[C:6]4[CH:5]=[CH:4][N:3]=[C:2]([NH:29][C:30]5[CH:31]=[C:32]([S:36]([NH2:39])(=[O:37])=[O:38])[CH:33]=[CH:34][CH:35]=5)[N:7]=4)=[CH:10][C:11]=3[N:15]=2)=[CH:19][CH:20]=1. (3) Given the reactants [F:1][C:2]1[CH:3]=[N:4][C:5]2[C:10]([C:11]=1[CH:12]([CH2:28]O)[CH2:13][N:14]1[CH2:19][CH2:18][CH:17]([NH:20][C:21](=[O:27])[O:22][C:23]([CH3:26])([CH3:25])[CH3:24])[CH2:16][CH2:15]1)=[N:9][C:8]([O:30]C)=[CH:7][CH:6]=2.CO.C(N(CC)CC)C.CS(OS(C)(=O)=O)(=O)=O, predict the reaction product. The product is: [F:1][C:2]1[CH:3]=[N:4][C:5]2[CH:6]=[CH:7][C:8](=[O:30])[N:9]3[CH2:28][CH:12]([CH2:13][N:14]4[CH2:19][CH2:18][CH:17]([NH:20][C:21](=[O:27])[O:22][C:23]([CH3:24])([CH3:25])[CH3:26])[CH2:16][CH2:15]4)[C:11]=1[C:10]=23.